From a dataset of Full USPTO retrosynthesis dataset with 1.9M reactions from patents (1976-2016). Predict the reactants needed to synthesize the given product. (1) Given the product [Cl:41][C:42]1[C:43]([C:52]([F:54])([F:53])[F:55])=[N:44][N:45]([CH2:48][C:49]([N:38]2[CH2:39][CH2:40][N:35]([C:27]3[CH:28]=[C:29]([O:33][CH3:34])[C:30]([Cl:32])=[CH:31][C:26]=3[Cl:25])[CH2:36][CH2:37]2)=[O:50])[C:46]=1[CH3:47], predict the reactants needed to synthesize it. The reactants are: CN(C(ON1N=NC2C=CC=NC1=2)=[N+](C)C)C.F[P-](F)(F)(F)(F)F.[Cl:25][C:26]1[CH:31]=[C:30]([Cl:32])[C:29]([O:33][CH3:34])=[CH:28][C:27]=1[N:35]1[CH2:40][CH2:39][NH:38][CH2:37][CH2:36]1.[Cl:41][C:42]1[C:43]([C:52]([F:55])([F:54])[F:53])=[N:44][N:45]([CH2:48][C:49](O)=[O:50])[C:46]=1[CH3:47]. (2) Given the product [CH:1]([C:4]1[NH:8][N:7]=[C:6]([NH:9][C:10]2[C:11]3[CH2:26][CH2:25][CH2:24][C:12]=3[N:13]=[C:14]([N:16]3[CH2:20][CH2:19][CH2:18][CH:17]3[C:21]([NH:31][CH3:30])=[O:22])[N:15]=2)[CH:5]=1)([CH3:3])[CH3:2], predict the reactants needed to synthesize it. The reactants are: [CH:1]([C:4]1[NH:8][N:7]=[C:6]([NH:9][C:10]2[C:11]3[CH2:26][CH2:25][CH2:24][C:12]=3[N:13]=[C:14]([N:16]3[CH2:20][CH2:19][CH2:18][CH:17]3[C:21](O)=[O:22])[N:15]=2)[CH:5]=1)([CH3:3])[CH3:2].Cl.CN.[CH3:30][N:31](C(ON1N=NC2C=CC=NC1=2)=[N+](C)C)C.F[P-](F)(F)(F)(F)F.C(N(C(C)C)CC)(C)C. (3) Given the product [ClH:40].[NH2:20][C@@H:17]1[CH2:16][CH2:15][C@H:14]([NH:13][C:11](=[O:12])[CH2:10][NH:9][C:7](=[O:8])[C:6]2[CH:28]=[CH:29][CH:30]=[C:4]([C:3]([F:32])([F:31])[F:2])[CH:5]=2)[CH2:19][CH2:18]1, predict the reactants needed to synthesize it. The reactants are: Cl.[F:2][C:3]([F:32])([F:31])[C:4]1[CH:5]=[C:6]([CH:28]=[CH:29][CH:30]=1)[C:7]([NH:9][CH2:10][C:11]([NH:13][C@@H:14]1[CH2:19][CH2:18][C@H:17]([NH:20]C(=O)OC(C)(C)C)[CH2:16][CH2:15]1)=[O:12])=[O:8].Cl.C1COCC1.C(Cl)[Cl:40]. (4) Given the product [CH3:1][C:2]1[CH:10]=[C:9]([CH3:11])[CH:8]=[CH:7][C:3]=1[C:4]([O:6][CH2:20][CH3:21])=[O:5], predict the reactants needed to synthesize it. The reactants are: [CH3:1][C:2]1[CH:10]=[C:9]([CH3:11])[CH:8]=[CH:7][C:3]=1[C:4]([OH:6])=[O:5].S(=O)(=O)(O)O.[OH-].[Ca+2].[OH-].[CH2:20](O)[CH3:21]. (5) Given the product [OH:29][C@H:27]1[CH2:26][N:23]2[C:24](=[O:25])[C@@H:10]([NH:9][C:7]([C:4]3[CH:3]=[C:2]([CH3:1])[O:6][N:5]=3)=[O:8])[CH2:11][CH2:12][CH2:13][CH2:14][CH2:15][CH:16]=[CH:17][CH:18]3[CH2:42][C@@:19]3([C:43]([O:45][CH2:46][CH3:47])=[O:44])[NH:20][C:21](=[O:41])[C@@H:22]2[CH2:28]1, predict the reactants needed to synthesize it. The reactants are: [CH3:1][C:2]1[O:6][N:5]=[C:4]([C:7]([NH:9][C@@H:10]2[C:24](=[O:25])[N:23]3[CH2:26][C@H:27]([O:29]C(=O)C4C=CC([N+]([O-])=O)=CC=4)[CH2:28][C@H:22]3[C:21](=[O:41])[NH:20][C@:19]3([C:43]([O:45][CH2:46][CH3:47])=[O:44])[CH2:42][CH:18]3[CH:17]=[CH:16][CH2:15][CH2:14][CH2:13][CH2:12][CH2:11]2)=[O:8])[CH:3]=1.C1COCC1.[Li+].[OH-].Cl.